From a dataset of Full USPTO retrosynthesis dataset with 1.9M reactions from patents (1976-2016). Predict the reactants needed to synthesize the given product. (1) The reactants are: [CH3:1][O:2][C:3]1[CH:4]=[C:5]([CH:20]=[CH:21][C:22]=1[O:23][CH3:24])[C:6]([N:8]1[C:17]2[C:12](=[CH:13][CH:14]=[CH:15][CH:16]=2)[C@H:11](O)[CH2:10][C@@H:9]1[CH3:19])=[O:7].[NH:25]1[C:34]2[C:29](=[CH:30][C:31]([NH:35][C:36](=[O:40])[CH2:37][CH2:38][CH3:39])=[CH:32][CH:33]=2)[CH2:28][CH2:27][CH2:26]1. Given the product [CH3:1][O:2][C:3]1[CH:4]=[C:5]([CH:20]=[CH:21][C:22]=1[O:23][CH3:24])[C:6]([N:8]1[C:17]2[C:12](=[CH:13][CH:14]=[CH:15][CH:16]=2)[CH:11]([N:25]2[C:34]3[C:29](=[CH:30][C:31]([NH:35][C:36](=[O:40])[CH2:37][CH2:38][CH3:39])=[CH:32][CH:33]=3)[CH2:28][CH2:27][CH2:26]2)[CH2:10][CH:9]1[CH3:19])=[O:7], predict the reactants needed to synthesize it. (2) Given the product [NH2:20][CH2:23][CH2:22][C:15]1[NH:16][C:17]2[C:13]([CH:14]=1)=[N:12][C:11]([O:10][CH2:1][CH2:2][CH2:3][CH2:4][CH2:5][CH2:6][CH2:7][CH2:8][CH3:9])=[CH:19][CH:18]=2, predict the reactants needed to synthesize it. The reactants are: [CH2:1]([O:10][C:11]1[N:12]=[C:13]2[C:17](=[CH:18][CH:19]=1)[NH:16][CH:15]=[CH:14]2)[CH2:2][CH2:3][CH2:4][CH2:5][CH2:6][CH2:7][CH2:8][CH3:9].[NH2:20]N.[CH3:22][CH2:23]O. (3) The reactants are: Cl.[CH3:2][S:3]([N:6]([C:20]1[CH:25]=[CH:24][CH:23]=[CH:22][C:21]=1[CH:26]1[CH2:31][CH2:30][NH:29][CH2:28][CH2:27]1)[CH2:7][CH2:8][N:9]1[C:17](=[O:18])[C:16]2[C:11](=[CH:12][CH:13]=[CH:14][CH:15]=2)[C:10]1=[O:19])(=[O:5])=[O:4].CCN(C(C)C)C(C)C.[NH:41]([C:54]([O:56][C:57]([CH3:60])([CH3:59])[CH3:58])=[O:55])[C@@H:42]([C:51](O)=[O:52])[CH2:43][C:44]1[CH:49]=[CH:48][C:47]([Cl:50])=[CH:46][CH:45]=1.C1C=NC2N(O)N=NC=2C=1.C(Cl)CCl. Given the product [O:19]=[C:10]1[C:11]2[C:16](=[CH:15][CH:14]=[CH:13][CH:12]=2)[C:17](=[O:18])[N:9]1[CH2:8][CH2:7][N:6]([S:3]([CH3:2])(=[O:4])=[O:5])[C:20]1[CH:25]=[CH:24][CH:23]=[CH:22][C:21]=1[CH:26]1[CH2:31][CH2:30][N:29]([C:51](=[O:52])[C@H:42]([NH:41][C:54]([O:56][C:57]([CH3:59])([CH3:58])[CH3:60])=[O:55])[CH2:43][C:44]2[CH:45]=[CH:46][C:47]([Cl:50])=[CH:48][CH:49]=2)[CH2:28][CH2:27]1, predict the reactants needed to synthesize it.